Dataset: Catalyst prediction with 721,799 reactions and 888 catalyst types from USPTO. Task: Predict which catalyst facilitates the given reaction. (1) The catalyst class is: 47. Product: [OH:1][C:2]1[C:7]([CH2:8][CH2:9][CH2:10][CH2:11][CH3:12])=[CH:6][CH:5]=[CH:4][C:3]=1[CH2:13][C:14]([OH:16])=[O:15]. Reactant: [OH:1][C:2]1[C:7]([CH2:8][CH2:9][CH2:10][CH2:11][CH3:12])=[CH:6][CH:5]=[CH:4][C:3]=1[CH2:13][C:14]([O:16]C)=[O:15]. (2) Reactant: C(O[CH2:4][NH:5][C:6]1[CH:27]=[CH:26][C:9]([C:10]([NH:12][CH2:13][C:14]2[S:15][C:16]([O:19][C:20]3[CH:25]=[CH:24][CH:23]=[CH:22][CH:21]=3)=[CH:17][CH:18]=2)=[O:11])=[CH:8][N:7]=1)C.[BH4-].[Na+].O.C(OCC)(=O)C. Product: [CH3:4][NH:5][C:6]1[CH:27]=[CH:26][C:9]([C:10]([NH:12][CH2:13][C:14]2[S:15][C:16]([O:19][C:20]3[CH:21]=[CH:22][CH:23]=[CH:24][CH:25]=3)=[CH:17][CH:18]=2)=[O:11])=[CH:8][N:7]=1. The catalyst class is: 16. (3) Reactant: [N:1]1([C:5](=[O:35])[CH2:6][C:7]2[CH:8]=[CH:9][C:10]([O:13][CH2:14][CH2:15][C@H:16]3[CH2:18][C@@H:17]3[CH:19]3[CH2:24][CH2:23][N:22](C(OCC4C=CC=CC=4)=O)[CH2:21][CH2:20]3)=[N:11][CH:12]=2)[CH2:4][CH2:3][CH2:2]1.[H][H]. Product: [N:1]1([C:5](=[O:35])[CH2:6][C:7]2[CH:12]=[N:11][C:10]([O:13][CH2:14][CH2:15][C@H:16]3[CH2:18][C@@H:17]3[CH:19]3[CH2:20][CH2:21][NH:22][CH2:23][CH2:24]3)=[CH:9][CH:8]=2)[CH2:4][CH2:3][CH2:2]1. The catalyst class is: 43. (4) Reactant: Cl[C:2]1[CH2:7][N:6](C(=O)C)[CH:5]=[CH:4][N:3]=1.[F:11][C:12]([F:21])([F:20])[C:13]1[CH:19]=[CH:18][C:16]([NH2:17])=[CH:15][CH:14]=1.Cl.[CH3:23][CH2:24][OH:25]. Product: [F:11][C:12]([F:20])([F:21])[C:13]1[CH:19]=[CH:18][C:16]([NH:17][C:5]2[N:6]=[CH:7][C:2]([C:24](=[O:25])[CH3:23])=[N:3][CH:4]=2)=[CH:15][CH:14]=1. The catalyst class is: 12. (5) Reactant: [BH4-].[Na+].[Cl-].[Ca+2].[Cl-].[CH3:6][N:7]1[C:11]([C:12]2[CH:17]=[CH:16][CH:15]=[CH:14][CH:13]=2)=[CH:10][C:9]([C:18](OCC)=[O:19])=[N:8]1.[OH-].[Na+]. Product: [CH3:6][N:7]1[C:11]([C:12]2[CH:17]=[CH:16][CH:15]=[CH:14][CH:13]=2)=[CH:10][C:9]([CH2:18][OH:19])=[N:8]1. The catalyst class is: 7. (6) Reactant: [CH:1]([N:4]1[CH:8]=[CH:7][C:6]([CH:9]([N:14]2[CH2:20][CH2:19][CH2:18][N:17]([C:21]3[C:22]([O:31][CH3:32])=[CH:23][CH:24]=[C:25]4[C:30]=3[N:29]=[CH:28][CH:27]=[CH:26]4)[CH2:16][CH2:15]2)[CH2:10][C:11]([OH:13])=O)=[N:5]1)([CH3:3])[CH3:2].[N:33]1([CH2:38][CH2:39][NH2:40])[CH2:37][CH2:36][CH2:35][CH2:34]1.C(N(CC)C(C)C)(C)C.CN(C(ON1N=NC2C=CC=NC1=2)=[N+](C)C)C.F[P-](F)(F)(F)(F)F. Product: [CH:1]([N:4]1[CH:8]=[CH:7][C:6]([CH:9]([N:14]2[CH2:20][CH2:19][CH2:18][N:17]([C:21]3[C:22]([O:31][CH3:32])=[CH:23][CH:24]=[C:25]4[C:30]=3[N:29]=[CH:28][CH:27]=[CH:26]4)[CH2:16][CH2:15]2)[CH2:10][C:11]([NH:40][CH2:39][CH2:38][N:33]2[CH2:37][CH2:36][CH2:35][CH2:34]2)=[O:13])=[N:5]1)([CH3:3])[CH3:2]. The catalyst class is: 18. (7) Reactant: [NH:1]1[C:5]2[CH:6]=[CH:7][CH:8]=[CH:9][C:4]=2[N:3]=[C:2]1[C:10]1[S:11][C:12]2[C:18]([N:19]3[CH2:24][CH2:23][O:22][CH2:21][CH2:20]3)=[CH:17][CH:16]=[C:15]([O:25][CH3:26])[C:13]=2[N:14]=1.[H-].[Na+].[CH3:29]I. Product: [CH3:26][O:25][C:15]1[C:13]2[N:14]=[C:10]([C:2]3[N:3]([CH3:29])[C:4]4[CH:9]=[CH:8][CH:7]=[CH:6][C:5]=4[N:1]=3)[S:11][C:12]=2[C:18]([N:19]2[CH2:24][CH2:23][O:22][CH2:21][CH2:20]2)=[CH:17][CH:16]=1. The catalyst class is: 3.